Dataset: Peptide-MHC class I binding affinity with 185,985 pairs from IEDB/IMGT. Task: Regression. Given a peptide amino acid sequence and an MHC pseudo amino acid sequence, predict their binding affinity value. This is MHC class I binding data. (1) The peptide sequence is HHVENKGATL. The MHC is Mamu-B1001 with pseudo-sequence Mamu-B1001. The binding affinity (normalized) is 0.716. (2) The peptide sequence is DPRVRGLYF. The MHC is H-2-Ld with pseudo-sequence H-2-Ld. The binding affinity (normalized) is 0. (3) The peptide sequence is EAIIVAMV. The MHC is H-2-Kb with pseudo-sequence H-2-Kb. The binding affinity (normalized) is 0.118. (4) The peptide sequence is RTADIGACM. The MHC is HLA-C05:01 with pseudo-sequence HLA-C05:01. The binding affinity (normalized) is 0.703. (5) The peptide sequence is GVVRVWDVK. The MHC is HLA-A33:01 with pseudo-sequence HLA-A33:01. The binding affinity (normalized) is 0.0672. (6) The peptide sequence is SAIVLEFFMM. The MHC is HLA-B58:01 with pseudo-sequence HLA-B58:01. The binding affinity (normalized) is 0.511.